From a dataset of NCI-60 drug combinations with 297,098 pairs across 59 cell lines. Regression. Given two drug SMILES strings and cell line genomic features, predict the synergy score measuring deviation from expected non-interaction effect. (1) Drug 1: C1=CC(=C2C(=C1NCCNCCO)C(=O)C3=C(C=CC(=C3C2=O)O)O)NCCNCCO. Drug 2: CC1=C(C(=O)C2=C(C1=O)N3CC4C(C3(C2COC(=O)N)OC)N4)N. Cell line: TK-10. Synergy scores: CSS=43.1, Synergy_ZIP=7.41, Synergy_Bliss=7.35, Synergy_Loewe=-1.11, Synergy_HSA=9.71. (2) Drug 1: CC1=C(C=C(C=C1)NC2=NC=CC(=N2)N(C)C3=CC4=NN(C(=C4C=C3)C)C)S(=O)(=O)N.Cl. Drug 2: B(C(CC(C)C)NC(=O)C(CC1=CC=CC=C1)NC(=O)C2=NC=CN=C2)(O)O. Cell line: NCI-H522. Synergy scores: CSS=6.85, Synergy_ZIP=-1.15, Synergy_Bliss=1.55, Synergy_Loewe=5.72, Synergy_HSA=1.86. (3) Drug 1: C1C(C(OC1N2C=NC3=C(N=C(N=C32)Cl)N)CO)O. Drug 2: C(CCl)NC(=O)N(CCCl)N=O. Cell line: NCI/ADR-RES. Synergy scores: CSS=41.8, Synergy_ZIP=1.24, Synergy_Bliss=0.857, Synergy_Loewe=-21.9, Synergy_HSA=-0.229. (4) Drug 1: CC1=C2C(C(=O)C3(C(CC4C(C3C(C(C2(C)C)(CC1OC(=O)C(C(C5=CC=CC=C5)NC(=O)OC(C)(C)C)O)O)OC(=O)C6=CC=CC=C6)(CO4)OC(=O)C)OC)C)OC. Drug 2: CCN(CC)CCCC(C)NC1=C2C=C(C=CC2=NC3=C1C=CC(=C3)Cl)OC. Cell line: U251. Synergy scores: CSS=40.9, Synergy_ZIP=-4.61, Synergy_Bliss=-5.27, Synergy_Loewe=-17.0, Synergy_HSA=-2.33. (5) Drug 1: CS(=O)(=O)C1=CC(=C(C=C1)C(=O)NC2=CC(=C(C=C2)Cl)C3=CC=CC=N3)Cl. Drug 2: CC1=C(C(=O)C2=C(C1=O)N3CC4C(C3(C2COC(=O)N)OC)N4)N. Cell line: RPMI-8226. Synergy scores: CSS=16.2, Synergy_ZIP=-1.87, Synergy_Bliss=-4.02, Synergy_Loewe=-36.3, Synergy_HSA=-9.48. (6) Drug 1: CC1OCC2C(O1)C(C(C(O2)OC3C4COC(=O)C4C(C5=CC6=C(C=C35)OCO6)C7=CC(=C(C(=C7)OC)O)OC)O)O. Drug 2: C1CC(C1)(C(=O)O)C(=O)O.[NH2-].[NH2-].[Pt+2]. Cell line: MDA-MB-231. Synergy scores: CSS=26.1, Synergy_ZIP=-4.81, Synergy_Bliss=-3.99, Synergy_Loewe=-1.40, Synergy_HSA=0.231. (7) Drug 1: COC1=NC(=NC2=C1N=CN2C3C(C(C(O3)CO)O)O)N. Drug 2: C(CN)CNCCSP(=O)(O)O. Cell line: RPMI-8226. Synergy scores: CSS=14.7, Synergy_ZIP=-3.73, Synergy_Bliss=-8.67, Synergy_Loewe=-4.92, Synergy_HSA=-11.5.